Task: Predict the reactants needed to synthesize the given product.. Dataset: Full USPTO retrosynthesis dataset with 1.9M reactions from patents (1976-2016) (1) Given the product [Cl:1][C:2]1[CH:3]=[C:4]([CH:24]=[CH:25][C:26]=1[F:27])[CH2:5][N:6]1[CH2:15][CH2:14][C:13]2[C:8](=[C:9]([OH:22])[C:10](=[O:21])[N:11]3[CH2:19][CH2:18][N:17]([CH3:30])[C:16](=[O:20])[C:12]3=2)[C:7]1=[O:23], predict the reactants needed to synthesize it. The reactants are: [Cl:1][C:2]1[CH:3]=[C:4]([CH:24]=[CH:25][C:26]=1[F:27])[CH2:5][N:6]1[CH2:15][CH2:14][C:13]2[C:8](=[C:9]([OH:22])[C:10](=[O:21])[N:11]3[CH2:19][CH2:18][NH:17][C:16](=[O:20])[C:12]3=2)[C:7]1=[O:23].[H-].[Na+].[CH3:30]I. (2) The reactants are: [Cl:1][C:2]1[C:8]([F:9])=[CH:7][CH:6]=[CH:5][C:3]=1[NH2:4].Cl[C:11](Cl)([O:13]C(=O)OC(Cl)(Cl)Cl)Cl.C(N(CC)CC)C.[NH2:29][C:30]1[C:31]([OH:41])=[C:32]([S:37]([NH2:40])(=[O:39])=[O:38])[C:33]([Cl:36])=[CH:34][CH:35]=1. Given the product [Cl:36][C:33]1[CH:34]=[CH:35][C:30]([NH:29][C:11]([NH:4][C:3]2[CH:5]=[CH:6][CH:7]=[C:8]([F:9])[C:2]=2[Cl:1])=[O:13])=[C:31]([OH:41])[C:32]=1[S:37]([NH2:40])(=[O:39])=[O:38], predict the reactants needed to synthesize it. (3) Given the product [N+:21]([C:18]1[CH:19]=[CH:20][C:15]([NH:13][C@H:10]2[CH2:11][CH2:12][N:8]([C:6]([OH:5])=[O:7])[CH2:9]2)=[N:16][CH:17]=1)([O-:23])=[O:22], predict the reactants needed to synthesize it. The reactants are: C([O:5][C:6]([N:8]1[CH2:12][CH2:11][C@H:10]([NH2:13])[CH2:9]1)=[O:7])(C)(C)C.Cl[C:15]1[CH:20]=[CH:19][C:18]([N+:21]([O-:23])=[O:22])=[CH:17][N:16]=1.C(=O)([O-])[O-].[K+].[K+]. (4) The reactants are: S(=O)(=O)(O)O.[N+:6]([C:9]1[CH:14]=[C:13]([N+:15]([O-:17])=[O:16])[CH:12]=[CH:11][C:10]=1[NH:18][NH2:19])([O-:8])=[O:7].O.[C:21]1(=O)[CH2:26][CH2:25][CH2:24][CH2:23][CH2:22]1. Given the product [N+:6]([C:9]1[CH:14]=[C:13]([N+:15]([O-:17])=[O:16])[CH:12]=[CH:11][C:10]=1[NH:18][N:19]=[C:21]1[CH2:26][CH2:25][CH2:24][CH2:23][CH2:22]1)([O-:8])=[O:7], predict the reactants needed to synthesize it. (5) The reactants are: Cl.[S:2]1[CH:6]=[CH:5][C:4]2[C:7]([N:11]3[CH2:16][CH2:15][NH:14][CH2:13][CH2:12]3)=[CH:8][CH:9]=[CH:10][C:3]1=2.[OH-].[Na+].[C:19]([O:23][CH2:24][CH3:25])(=[O:22])[CH:20]=[CH2:21]. Given the product [S:2]1[CH:6]=[CH:5][C:4]2[C:7]([N:11]3[CH2:16][CH2:15][N:14]([CH2:21][CH2:20][C:19]([O:23][CH2:24][CH3:25])=[O:22])[CH2:13][CH2:12]3)=[CH:8][CH:9]=[CH:10][C:3]1=2, predict the reactants needed to synthesize it. (6) Given the product [ClH:1].[Br:31][C:6]1[CH:7]=[C:2]([Cl:1])[C:3]([O:19][CH3:20])=[CH:4][C:5]=1[NH:8][CH:9]1[CH2:10][C:11]([CH3:18])([CH3:17])[NH:12][C:13]([CH3:15])([CH3:16])[CH2:14]1, predict the reactants needed to synthesize it. The reactants are: [Cl:1][C:2]1[CH:7]=[CH:6][C:5]([NH:8][CH:9]2[CH2:14][C:13]([CH3:16])([CH3:15])[NH:12][C:11]([CH3:18])([CH3:17])[CH2:10]2)=[CH:4][C:3]=1[O:19][CH3:20].C(#N)C.C1C(=O)N([Br:31])C(=O)C1. (7) Given the product [OH:14][C:15]1[CH:16]=[CH:17][N:3]2[N:4]=[CH:5][C:6]([C:7]([O:9][CH2:10][CH3:11])=[O:8])=[C:2]2[N:1]=1, predict the reactants needed to synthesize it. The reactants are: [NH2:1][C:2]1[C:6]([C:7]([O:9][CH2:10][CH3:11])=[O:8])=[CH:5][NH:4][N:3]=1.C([O:14][CH:15]=[CH:16][C:17](OCC)=O)C.C(=O)([O-])[O-].[Cs+].[Cs+].